From a dataset of Experimentally validated miRNA-target interactions with 360,000+ pairs, plus equal number of negative samples. Binary Classification. Given a miRNA mature sequence and a target amino acid sequence, predict their likelihood of interaction. (1) The miRNA is mmu-miR-882 with sequence AGGAGAGAGUUAGCGCAUUAGU. The protein sequence of the target gene is MASFVTEVLAHSGSLEKEDLGTRISRLTRRVEEIKGEVCNMISKKYSEFLPTMQSAQALVTQVDTLSNDIDQLKSRIETEVCRDLHISTVEFTNLKQQLERDSVVLTLLKQLQEFSSAIEEYNSALAEKKYIPAARHLEEAQECLKLLKSRKCFDLKMLKSLSMELTVQKQNILYHLGEDWQKLVVWKFPPAKDTSSLESCLQTELHLCTEQPEKEDMTPLPSISSVLLAFSILGELPTKLKSFGQMLLKYILKPLVTCPSLHAVIERQPSSVSICFESLTTDLEHPSPPEAFAKIRLVL.... Result: 0 (no interaction). (2) The protein sequence of the target gene is MAQLQARFYSENKKYAVDDVPFSIPAAAEVADLSNIINKLLETKNELHKHVEFDFLIKGQFLRVPLVKHMELENISSEEVVELEYVEKYTAPQPEQCMFHDDWISSIEGAEEWILSGSYDKTSRIWSLEGKSIMTIVGHTDVVKDVAWVKKDSLSCLLLTASMDQTVLLWEWNVEKNKVKALHCCRGHAGSVDAIAVDSSGAKFCSGSWDKMLKIWSTVPTDEEDEMEEATNRPRKKQKTEQLGLTRTPLVTLSGHTEAISSVLWSDAEEICSASWDHTIRVWDVESGGLKSTLTGNKVF.... Result: 0 (no interaction). The miRNA is mmu-miR-1894-5p with sequence CUCUCCCCUACCACCUGCCUCU. (3) The miRNA is mmu-miR-339-5p with sequence UCCCUGUCCUCCAGGAGCUCACG. The protein sequence of the target gene is MKRGEKPEGYRQMRPKTFPASNYPGSSRQMLQEIRESLRNLSKPSDASKAEHNLNKMSTEDPRQVRNPPKFGTHHKALQEIRNSLLPFANETSSSRSPSEVNPQMFQDLQAAGFDEDMVIQALQKTNNRSIEAAVEFISKMSYQDPRREQMSAAAARPINATMKPGNVQHSINRKQSWKGSKESLVPQRHGPSLGENVVYRSESPNSQADVGRPLSGSGIAAFAQAHPSNGQRVNPPPPPQVRSVTPPPPPRGQTPPPRGTTPPPPSWEPSSQTKRYSGNMEYVISRISPVPPGAWQEGY.... Result: 1 (interaction). (4) Result: 0 (no interaction). The miRNA is mmu-miR-374b-5p with sequence AUAUAAUACAACCUGCUAAGUG. The protein sequence of the target gene is MEPEQMLEGQTQVAENPHSEYGLTDNVERIVENEKINAEKSSKQKVDLQSLPTRAYLDQTVVPILLQGLAVLAKERPPNPIEFLASYLLKNKAQFEDRN. (5) The miRNA is hsa-miR-6890-3p with sequence CCACUGCCUAUGCCCCACAG. The protein sequence of the target gene is MASAGHIITLLLWGYLLELWTGGHTADTTHPRLRLSHKELLNLNRTSIFHSPFGFLDLHTMLLDEYQERLFVGGRDLVYSLSLERISDGYKEIHWPSTALKMEECIMKGKDAGECANYVRVLHHYNRTHLLTCGTGAFDPVCAFIRVGYHLEDPLFHLESPRSERGRGRCPFDPSSSFISTLIGSELFAGLYSDYWSRDAAIFRSMGRLAHIRTEHDDERLLKEPKFVGSYMIPDNEDRDDNKVYFFFTEKALEAENNAHAIYTRVGRLCVNDVGGQRILVNKWSTFLKARLVCSVPGMN.... Result: 1 (interaction). (6) The miRNA is hsa-miR-4423-5p with sequence AGUUGCCUUUUUGUUCCCAUGC. The protein sequence of the target gene is MGVATTLQPPTTSKTLQKQHLEAVGAYQYVLTFLFMGPFFSLLVFVLLFTSLWPFSVFYLVWLYVDWDTPNQGGRRSEWIRNRAIWRQLRDYYPVKLVKTAELPPDRNYVLGAHPHGIMCTGFLCNFSTESNGFSQLFPGLRPWLAVLAGLFYLPVYRDYIMSFGLCPVSRQSLDFILSQPQLGQAVVIMVGGAHEALYSVPGEHCLTLQKRKGFVRLALRHGASLVPVYSFGENDIFRLKAFATGSWQHWCQLTFKKLMGFSPCIFWGRGLFSATSWGLLPFAVPITTVVGRPIPVPQR.... Result: 1 (interaction).